This data is from Forward reaction prediction with 1.9M reactions from USPTO patents (1976-2016). The task is: Predict the product of the given reaction. (1) Given the reactants C(=O)([O-])[O-].[Na+].[Na+].C(O)(=O)[CH2:8][CH3:9].[C:12](OC=C)(=O)[CH3:13].[O:18]1[CH2:21][C:20]([CH2:24][OH:25])([CH2:22][OH:23])[CH2:19]1, predict the reaction product. The product is: [CH:12]([O:23][CH2:22][C:20]1([CH2:24][O:25][CH:8]=[CH2:9])[CH2:21][O:18][CH2:19]1)=[CH2:13]. (2) Given the reactants F[C:2]1[CH:7]=[C:6]([F:8])[CH:5]=[CH:4][C:3]=1[C:9]1[N:14]=[CH:13][N:12]=[C:11]([NH:15][C:16]2[CH:17]=[C:18]([CH:29]=[CH:30][CH:31]=2)[CH2:19][S:20](=[N:23]C(=O)OCC)([CH3:22])=[O:21])[N:10]=1.[F:32][C:33]1[CH:34]=[C:35]([CH2:40][OH:41])[CH:36]=[CH:37][C:38]=1[F:39], predict the reaction product. The product is: [F:32][C:33]1[CH:34]=[C:35]([CH:36]=[CH:37][C:38]=1[F:39])[CH2:40][O:41][C:2]1[CH:7]=[C:6]([F:8])[CH:5]=[CH:4][C:3]=1[C:9]1[N:14]=[CH:13][N:12]=[C:11]([NH:15][C:16]2[CH:31]=[CH:30][CH:29]=[C:18]([CH2:19][S:20]([CH3:22])(=[NH:23])=[O:21])[CH:17]=2)[N:10]=1.